This data is from NCI-60 drug combinations with 297,098 pairs across 59 cell lines. The task is: Regression. Given two drug SMILES strings and cell line genomic features, predict the synergy score measuring deviation from expected non-interaction effect. (1) Cell line: A549. Drug 1: C1CN1P(=S)(N2CC2)N3CC3. Synergy scores: CSS=18.7, Synergy_ZIP=-8.14, Synergy_Bliss=1.19, Synergy_Loewe=-24.2, Synergy_HSA=-0.351. Drug 2: CN(C(=O)NC(C=O)C(C(C(CO)O)O)O)N=O. (2) Drug 1: CN(CC1=CN=C2C(=N1)C(=NC(=N2)N)N)C3=CC=C(C=C3)C(=O)NC(CCC(=O)O)C(=O)O. Drug 2: CCC1(C2=C(COC1=O)C(=O)N3CC4=CC5=C(C=CC(=C5CN(C)C)O)N=C4C3=C2)O.Cl. Cell line: K-562. Synergy scores: CSS=59.2, Synergy_ZIP=-4.27, Synergy_Bliss=-7.98, Synergy_Loewe=-13.0, Synergy_HSA=-6.00. (3) Drug 1: CNC(=O)C1=CC=CC=C1SC2=CC3=C(C=C2)C(=NN3)C=CC4=CC=CC=N4. Drug 2: C1=NC2=C(N1)C(=S)N=C(N2)N. Cell line: SNB-19. Synergy scores: CSS=8.94, Synergy_ZIP=-0.423, Synergy_Bliss=5.20, Synergy_Loewe=3.62, Synergy_HSA=4.89. (4) Drug 1: C1=CC(=CC=C1C#N)C(C2=CC=C(C=C2)C#N)N3C=NC=N3. Drug 2: CC(C)CN1C=NC2=C1C3=CC=CC=C3N=C2N. Cell line: PC-3. Synergy scores: CSS=7.18, Synergy_ZIP=0.705, Synergy_Bliss=3.02, Synergy_Loewe=4.59, Synergy_HSA=2.34. (5) Drug 1: CCC1=CC2CC(C3=C(CN(C2)C1)C4=CC=CC=C4N3)(C5=C(C=C6C(=C5)C78CCN9C7C(C=CC9)(C(C(C8N6C)(C(=O)OC)O)OC(=O)C)CC)OC)C(=O)OC.C(C(C(=O)O)O)(C(=O)O)O. Drug 2: CC1=CC=C(C=C1)C2=CC(=NN2C3=CC=C(C=C3)S(=O)(=O)N)C(F)(F)F. Cell line: SNB-75. Synergy scores: CSS=37.6, Synergy_ZIP=3.25, Synergy_Bliss=3.46, Synergy_Loewe=-20.1, Synergy_HSA=3.59.